The task is: Predict the reactants needed to synthesize the given product.. This data is from Full USPTO retrosynthesis dataset with 1.9M reactions from patents (1976-2016). Given the product [C:47]([C@@H:14]([C:15]1[CH:20]=[CH:19][CH:18]=[CH:17][CH:16]=1)[N:13]([C@H:7]1[C:8]2[C:4](=[C:3]([F:2])[CH:11]=[C:10]([F:12])[CH:9]=2)[CH2:5][CH2:6]1)[C:27](=[O:29])[C:26]1[CH:30]=[CH:31][CH:32]=[CH:33][C:25]=1[N+:22]([O-:24])=[O:23])(=[O:49])[NH2:46], predict the reactants needed to synthesize it. The reactants are: Cl.[F:2][C:3]1[CH:11]=[C:10]([F:12])[CH:9]=[C:8]2[C:4]=1[CH2:5][CH2:6][C@H:7]2[NH2:13].[CH:14](=O)[C:15]1[CH:20]=[CH:19][CH:18]=[CH:17][CH:16]=1.[N+:22]([C:25]1[CH:33]=[CH:32][CH:31]=[CH:30][C:26]=1[C:27]([OH:29])=O)([O-:24])=[O:23].C1(C2CCC([N+:46]#[C-:47])=CC2)C=CC=CC=1.C[OH:49].